Dataset: Full USPTO retrosynthesis dataset with 1.9M reactions from patents (1976-2016). Task: Predict the reactants needed to synthesize the given product. (1) Given the product [Br:13][CH2:11][C:10]([C:4]1[CH:5]=[CH:6][C:7]([S:8][CH3:9])=[C:2]([F:1])[CH:3]=1)=[O:12], predict the reactants needed to synthesize it. The reactants are: [F:1][C:2]1[CH:3]=[C:4]([C:10](=[O:12])[CH3:11])[CH:5]=[CH:6][C:7]=1[S:8][CH3:9].[Br:13]Br.C(OCC)(=O)C. (2) The reactants are: [C:1]1([C:7]2[C:16]3[CH:15]=[CH:14][CH:13]=[CH:12][C:11]=3[N:10]=[C:9]3[C:17]4[CH:18]=[CH:19][CH2:20][CH2:21][C:22]=4[C:23]([C:25]4[CH:30]=[CH:29][CH:28]=[CH:27][CH:26]=4)(O)[C:8]=23)[CH:6]=[CH:5][CH:4]=[CH:3][CH:2]=1.[CH:31]1[CH:36]=[CH:35][CH:34]=[CH:33][CH:32]=1.FC(F)(F)S(O)(=O)=O. Given the product [C:1]1([C:7]2[C:16]3[CH:15]=[CH:14][CH:13]=[CH:12][C:11]=3[N:10]=[C:9]3[C:17]4[CH:18]=[CH:19][CH2:20][CH2:21][C:22]=4[C:23]([C:31]4[CH:36]=[CH:35][CH:34]=[CH:33][CH:32]=4)([C:25]4[CH:30]=[CH:29][CH:28]=[CH:27][CH:26]=4)[C:8]=23)[CH:6]=[CH:5][CH:4]=[CH:3][CH:2]=1, predict the reactants needed to synthesize it. (3) Given the product [Cl:1][C:2]1[CH:3]=[C:4]2[C:9](=[CH:10][C:11]=1[C:12]([N:14]1[CH2:15][CH2:16][CH2:17][CH2:18]1)=[O:13])[N:8]=[CH:7][N:6]=[C:5]2[NH:19][CH:20]([C:26]1[NH:30][C:29]2[CH:38]=[CH:39][C:40]([Cl:42])=[CH:41][C:28]=2[N:27]=1)[CH2:21][CH2:22][C:23]([N:47]([CH2:46][C:45]([N:44]([CH3:50])[CH3:43])=[O:49])[CH3:48])=[O:24], predict the reactants needed to synthesize it. The reactants are: [Cl:1][C:2]1[CH:3]=[C:4]2[C:9](=[CH:10][C:11]=1[C:12]([N:14]1[CH2:18][CH2:17][CH2:16][CH2:15]1)=[O:13])[N:8]=[CH:7][N:6]=[C:5]2[NH:19][CH:20]([C:26]1[N:30](C(OC(C)(C)C)=O)[C:29]2[CH:38]=[CH:39][C:40]([Cl:42])=[CH:41][C:28]=2[N:27]=1)[CH2:21][CH2:22][C:23](O)=[O:24].[CH3:43][N:44]([CH3:50])[C:45](=[O:49])[CH2:46][NH:47][CH3:48].CN(C(ON1N=NC2C=CC=CC1=2)=[N+](C)C)C.[B-](F)(F)(F)F.FC(F)(F)C(O)=O. (4) Given the product [C:15]([C:2]1[S:3][CH:4]=[CH:5][C:6]=1[CH2:7][CH2:8][CH2:9][CH2:10][CH2:11][CH2:12][CH2:13][CH3:14])#[N:16], predict the reactants needed to synthesize it. The reactants are: Br[C:2]1[S:3][CH:4]=[CH:5][C:6]=1[CH2:7][CH2:8][CH2:9][CH2:10][CH2:11][CH2:12][CH2:13][CH3:14].[C:15]([Cu])#[N:16]. (5) Given the product [Br:1][C:2]1[C:3]([Cl:12])=[CH:4][C:5]([N+:9]([O-:11])=[O:10])=[C:6]([CH:7]=1)[NH:20][CH2:19][CH:16]1[CH2:17][CH2:18][O:13][CH2:14][CH2:15]1, predict the reactants needed to synthesize it. The reactants are: [Br:1][C:2]1[CH:7]=[C:6](F)[C:5]([N+:9]([O-:11])=[O:10])=[CH:4][C:3]=1[Cl:12].[O:13]1[CH2:18][CH2:17][CH:16]([CH2:19][NH2:20])[CH2:15][CH2:14]1.C(=O)([O-])[O-].[K+].[K+].